Dataset: Forward reaction prediction with 1.9M reactions from USPTO patents (1976-2016). Task: Predict the product of the given reaction. (1) Given the reactants [Br-].[CH3:2][O:3][C:4](=[O:9])[C@@H:5]([CH3:8])[CH2:6][Zn+].Br[C:11]1[CH:16]=[CH:15][C:14]([F:17])=[CH:13][N:12]=1, predict the reaction product. The product is: [CH3:2][O:3][C:4](=[O:9])[C@@H:5]([CH3:8])[CH2:6][C:11]1[CH:16]=[CH:15][C:14]([F:17])=[CH:13][N:12]=1. (2) Given the reactants [F:1][C:2]([F:44])([F:43])[C:3]1[CH:4]=[C:5]([C:13]([CH3:42])([CH3:41])[C:14]([N:16]([CH3:40])[C:17]2[C:18]([C:32]3[CH:37]=[CH:36][C:35]([F:38])=[CH:34][C:33]=3[CH3:39])=[CH:19][C:20]([C@@H:23]3[NH:27][C@@:26]([CH3:31])([C:28]([NH2:30])=[O:29])[CH2:25][CH2:24]3)=[N:21][CH:22]=2)=[O:15])[CH:6]=[C:7]([C:9]([F:12])([F:11])[F:10])[CH:8]=1.[ClH:45], predict the reaction product. The product is: [ClH:45].[ClH:45].[F:44][C:2]([F:1])([F:43])[C:3]1[CH:4]=[C:5]([C:13]([CH3:41])([CH3:42])[C:14]([N:16]([CH3:40])[C:17]2[C:18]([C:32]3[CH:37]=[CH:36][C:35]([F:38])=[CH:34][C:33]=3[CH3:39])=[CH:19][C:20]([C@@H:23]3[NH:27][C@@:26]([CH3:31])([C:28]([NH2:30])=[O:29])[CH2:25][CH2:24]3)=[N:21][CH:22]=2)=[O:15])[CH:6]=[C:7]([C:9]([F:10])([F:11])[F:12])[CH:8]=1. (3) The product is: [CH3:1][C:2]1[N:7]=[C:6]([S:8][CH2:9][CH2:10][CH3:11])[C:5]([C:12]([OH:14])=[O:13])=[CH:4][N:3]=1. Given the reactants [CH3:1][C:2]1[N:7]=[C:6]([S:8][CH2:9][CH2:10][CH3:11])[C:5]([C:12]([O:14]C)=[O:13])=[CH:4][N:3]=1.O1CCN(C2N=C(SCCC)C(C(O)=O)=CN=2)CC1, predict the reaction product. (4) Given the reactants [CH2:1]([C:3]1[NH:4][C:5]2[C:10]([C:11](=[O:14])[C:12]=1I)=[CH:9][C:8]([F:15])=[CH:7][CH:6]=2)[CH3:2].C([Sn](CCCC)(CCCC)[C:21]1[CH:26]=[CH:25][CH:24]=[CH:23][N:22]=1)CCC, predict the reaction product. The product is: [CH2:1]([C:3]1[NH:4][C:5]2[C:10]([C:11](=[O:14])[C:12]=1[C:21]1[CH:26]=[CH:25][CH:24]=[CH:23][N:22]=1)=[CH:9][C:8]([F:15])=[CH:7][CH:6]=2)[CH3:2].